This data is from Merck oncology drug combination screen with 23,052 pairs across 39 cell lines. The task is: Regression. Given two drug SMILES strings and cell line genomic features, predict the synergy score measuring deviation from expected non-interaction effect. (1) Synergy scores: synergy=4.94. Drug 2: CNC(=O)c1cc(Oc2ccc(NC(=O)Nc3ccc(Cl)c(C(F)(F)F)c3)cc2)ccn1. Cell line: SW620. Drug 1: CC1CC2C3CCC4=CC(=O)C=CC4(C)C3(F)C(O)CC2(C)C1(O)C(=O)CO. (2) Drug 1: CCC1=CC2CN(C1)Cc1c([nH]c3ccccc13)C(C(=O)OC)(c1cc3c(cc1OC)N(C)C1C(O)(C(=O)OC)C(OC(C)=O)C4(CC)C=CCN5CCC31C54)C2. Drug 2: CCc1cnn2c(NCc3ccc[n+]([O-])c3)cc(N3CCCCC3CCO)nc12. Cell line: NCIH460. Synergy scores: synergy=-4.22.